Dataset: Full USPTO retrosynthesis dataset with 1.9M reactions from patents (1976-2016). Task: Predict the reactants needed to synthesize the given product. Given the product [CH:3]([C:4]([O:6][CH2:7][CH3:8])=[O:5])([C:2]([O:10][CH2:11][CH3:12])=[O:9])[CH:14]([C:15]([O:17][CH2:18][CH3:19])=[O:16])[CH3:20], predict the reactants needed to synthesize it. The reactants are: [Na].[C:2]([O:10][CH2:11][CH3:12])(=[O:9])[CH2:3][C:4]([O:6][CH2:7][CH3:8])=[O:5].Br[CH:14]([CH3:20])[C:15]([O:17][CH2:18][CH3:19])=[O:16].